Dataset: Catalyst prediction with 721,799 reactions and 888 catalyst types from USPTO. Task: Predict which catalyst facilitates the given reaction. (1) Reactant: Br[C:2]1[CH:7]=[CH:6][C:5]([C:8]2[NH:12][C:11]([C@@H:13]3[CH2:17][C@@H:16]([F:18])[CH2:15][N:14]3[C:19](=[O:29])[C@@H:20]([NH:24][C:25](=[O:28])[O:26][CH3:27])[CH:21]([CH3:23])[CH3:22])=[N:10][CH:9]=2)=[CH:4][CH:3]=1.[CH3:30][C:31]1([CH3:47])[C:35]([CH3:37])([CH3:36])[O:34][B:33]([B:33]2[O:34][C:35]([CH3:37])([CH3:36])[C:31]([CH3:47])([CH3:30])[O:32]2)[O:32]1.C([O-])(=O)C.[K+]. Product: [F:18][C@H:16]1[CH2:15][N:14]([C:19](=[O:29])[C@@H:20]([NH:24][C:25](=[O:28])[O:26][CH3:27])[CH:21]([CH3:23])[CH3:22])[C@H:13]([C:11]2[NH:12][C:8]([C:5]3[CH:6]=[CH:7][C:2]([B:33]4[O:34][C:35]([CH3:37])([CH3:36])[C:31]([CH3:47])([CH3:30])[O:32]4)=[CH:3][CH:4]=3)=[CH:9][N:10]=2)[CH2:17]1. The catalyst class is: 12. (2) Reactant: [S:1]1[C:5]2[CH:6]=[C:7]([CH2:9]O)[NH:8][C:4]=2[N:3]=[CH:2]1.[SiH](CC)(CC)CC.C(O)(C(F)(F)F)=O. Product: [CH3:9][C:7]1[NH:8][C:4]2[N:3]=[CH:2][S:1][C:5]=2[CH:6]=1. The catalyst class is: 2. (3) Reactant: [Br:1][C:2]1[CH:7]=[CH:6][C:5]([OH:8])=[C:4]([F:9])[CH:3]=1.C(=O)([O-])[O-].[K+].[K+].C(Br)C=C.[CH2:20]([O:23]CC=C)[CH:21]=[CH2:22].C(C1C(C(F)(F)F)=CC=C(Cl)C=1O)C=C.C(C1C=C(Br)C=C(F)C=1O)C=C.ClC1C=C(C=CC=1)C(OO)=O.ClC1C2OC(CO)CC=2C(C(F)(F)F)=CC=1. Product: [F:9][C:4]1[C:5]2[O:8][CH:21]([CH2:20][OH:23])[CH2:22][C:6]=2[CH:7]=[C:2]([Br:1])[CH:3]=1. The catalyst class is: 728. (4) Reactant: [N+]([C:4]1[CH:5]=[C:6]([C:12]#[N:13])[C:7](=[CH:10][CH:11]=1)[C:8]#[N:9])([O-])=O.[CH3:14][O:15][C:16]1[CH:21]=[CH:20][C:19]([OH:22])=[CH:18][CH:17]=1.C(=O)([O-])[O-].[K+].[K+]. Product: [CH3:14][O:15][C:16]1[CH:21]=[CH:20][C:19]([O:22][C:4]2[CH:5]=[C:6]([C:12]#[N:13])[C:7](=[CH:10][CH:11]=2)[C:8]#[N:9])=[CH:18][CH:17]=1. The catalyst class is: 21.